Dataset: Reaction yield outcomes from USPTO patents with 853,638 reactions. Task: Predict the reaction yield, written as a fraction of the theoretical maximum amount of product (1.0 means a 100% yield; for example, 0.34 means a 34% yield). (1) The product is [Cl:1][C:2]1[CH:3]=[CH:4][C:5]([C:28]([O:30][CH3:31])=[O:29])=[C:6]2[C:10]=1[N:9]=[C:8]1[N:11]([C:12]3[C:13]([C:20]([F:22])([F:21])[F:23])=[N:14][C:15]([O:18][CH3:19])=[CH:16][CH:17]=3)[CH2:26][CH2:25][CH2:24][N:7]21. The reactants are [Cl:1][C:2]1[C:10]2[N:9]=[C:8]([NH:11][C:12]3[C:13]([C:20]([F:23])([F:22])[F:21])=[N:14][C:15]([O:18][CH3:19])=[CH:16][CH:17]=3)[N:7]([CH2:24][CH2:25][CH2:26]O)[C:6]=2[C:5]([C:28]([O:30][CH3:31])=[O:29])=[CH:4][CH:3]=1.C(N(CC)CC)C.CS(Cl)(=O)=O.C(=O)([O-])O.[Na+].C(=O)([O-])[O-].[K+].[K+]. The yield is 0.900. The catalyst is O1CCCC1.CN(C)C=O.O. (2) The reactants are [C:1]([C:3]1[C:4]([NH2:10])=[N:5][C:6]([NH2:9])=[CH:7][CH:8]=1)#[CH:2].C([C:18]1[CH:23]=[CH:22][C:21]([CH2:24][C:25](Cl)=NO)=[C:20]([S:29][C:30]2[CH:35]=[CH:34][CH:33]=[CH:32][CH:31]=2)C=1)C1C=CC=CC=1.[CH2:36]([N:38](CC)CC)[CH3:37].[O:43]1CCCC1. No catalyst specified. The product is [CH2:20]([S:29][C:30]1[CH:31]=[CH:32][C:33]([CH2:37][C:36]2[CH:2]=[C:1]([C:3]3[C:4]([NH2:10])=[N:5][C:6]([NH2:9])=[CH:7][CH:8]=3)[O:43][N:38]=2)=[CH:34][CH:35]=1)[C:21]1[CH:22]=[CH:23][CH:18]=[CH:25][CH:24]=1. The yield is 0.550. (3) The reactants are FC1C=C2C(C(I)=CN2S(C2C=CC=CC=2)(=O)=O)=CC=1.[S:21]1[CH:25]=[CH:24][C:23]2[CH:26]=[C:27]([C:30]3[C:38]4[C:33](=[CH:34][C:35]([F:39])=[CH:36][CH:37]=4)[N:32](S(C4C=CC=CC=4)(=O)=O)[CH:31]=3)[CH:28]=[CH:29][C:22]1=2. No catalyst specified. The product is [S:21]1[CH:25]=[CH:24][C:23]2[CH:26]=[C:27]([C:30]3[C:38]4[C:33](=[CH:34][C:35]([F:39])=[CH:36][CH:37]=4)[NH:32][CH:31]=3)[CH:28]=[CH:29][C:22]1=2. The yield is 0.360. (4) The reactants are [C:1]1([C:7]#[C:8][C:9]2[CH2:13][C:12]3([CH2:18][CH2:17][C:16](=[N:19][OH:20])[CH2:15][CH2:14]3)[O:11][N:10]=2)[CH:6]=[CH:5][CH:4]=[CH:3][CH:2]=1.[H-].[Na+].Br[CH:24]1[CH2:29][CH2:28][O:27][C:25]1=[O:26]. The catalyst is C1COCC1. The product is [O:26]=[C:25]1[CH:24]([O:20][N:19]=[C:16]2[CH2:17][CH2:18][C:12]3([O:11][N:10]=[C:9]([C:8]#[C:7][C:1]4[CH:6]=[CH:5][CH:4]=[CH:3][CH:2]=4)[CH2:13]3)[CH2:14][CH2:15]2)[CH2:29][CH2:28][O:27]1. The yield is 0.320. (5) The reactants are C[O:2][C:3](=[O:33])[C:4]1[CH:9]=[CH:8][C:7]([CH2:10][N:11]2[CH:15]=[C:14]([C:16]3[CH:21]=[CH:20][C:19]([Cl:22])=[CH:18][C:17]=3[Cl:23])[N:13]=[C:12]2/[CH:24]=[CH:25]/[C:26]2[CH:31]=[CH:30][C:29](Br)=[CH:28][CH:27]=2)=[CH:6][CH:5]=1.[C:34]([C:36]1[CH:37]=[C:38](B(O)O)[CH:39]=[CH:40][CH:41]=1)#[N:35]. No catalyst specified. The product is [C:34]([C:36]1[CH:41]=[C:40]([C:29]2[CH:30]=[CH:31][C:26](/[CH:25]=[CH:24]/[C:12]3[N:11]([CH2:10][C:7]4[CH:6]=[CH:5][C:4]([C:3]([OH:2])=[O:33])=[CH:9][CH:8]=4)[CH:15]=[C:14]([C:16]4[CH:21]=[CH:20][C:19]([Cl:22])=[CH:18][C:17]=4[Cl:23])[N:13]=3)=[CH:27][CH:28]=2)[CH:39]=[CH:38][CH:37]=1)#[N:35]. The yield is 0.170. (6) The reactants are [NH2:1][C:2]1[CH:3]=[C:4]([C:10]2[CH:15]=[CH:14][CH:13]=[CH:12][CH:11]=2)[CH:5]=[C:6]([CH3:9])[C:7]=1[NH2:8].[C:16](OC)(OC)(OC)[CH3:17].N. The catalyst is C(O)(=O)C. The product is [CH3:16][C:17]1[NH:8][C:7]2[C:6]([CH3:9])=[CH:5][C:4]([C:10]3[CH:11]=[CH:12][CH:13]=[CH:14][CH:15]=3)=[CH:3][C:2]=2[N:1]=1. The yield is 0.960. (7) The reactants are [Cl:1][C:2]1[N:3]=[C:4]([N:11]2[CH2:16][CH2:15][O:14][CH2:13][CH2:12]2)[C:5]2[S:10][CH:9]=[CH:8][C:6]=2[N:7]=1.C([Li])CCC.CCCCCC.CN([CH:31]=[O:32])C. The catalyst is C1COCC1. The product is [Cl:1][C:2]1[N:3]=[C:4]([N:11]2[CH2:16][CH2:15][O:14][CH2:13][CH2:12]2)[C:5]2[S:10][C:9]([CH:31]=[O:32])=[CH:8][C:6]=2[N:7]=1. The yield is 0.770. (8) The reactants are Br[C:2]1[CH:3]=[CH:4][CH:5]=[C:6]2[C:11]=1[N:10]=[C:9]([NH:12][C:13]([CH3:16])([CH3:15])[CH3:14])[N:8]([CH:17]1[CH2:22][CH2:21][O:20][CH2:19][CH2:18]1)[C:7]2=[O:23].[CH3:24][C@@H:25]1[C:29]2[NH:30][C:31](B3OC(C)(C)C(C)(C)O3)=[CH:32][C:28]=2[C:27](=[O:42])[NH:26]1.CC(C1C=C(C(C)C)C(C2C=CC=CC=2P(C2CCCCC2)C2CCCCC2)=C(C(C)C)C=1)C.P([O-])([O-])([O-])=O.[K+].[K+].[K+]. The catalyst is O1CCOCC1.CC(C1C=C(C(C)C)C(C2C(P(C3CCCCC3)C3CCCCC3)=CC=CC=2)=C(C(C)C)C=1)C.C1C=[C-]C(CCN)=CC=1.Cl[Pd+].O. The yield is 0.120. The product is [C:13]([NH:12][C:9]1[N:8]([CH:17]2[CH2:22][CH2:21][O:20][CH2:19][CH2:18]2)[C:7](=[O:23])[C:6]2[C:11](=[C:2]([C:31]3[NH:30][C:29]4[C@@H:25]([CH3:24])[NH:26][C:27](=[O:42])[C:28]=4[CH:32]=3)[CH:3]=[CH:4][CH:5]=2)[N:10]=1)([CH3:16])([CH3:15])[CH3:14]. (9) The reactants are [CH3:1][O:2][C:3]([C:5]1[CH:6]=[C:7]2[C:11](=[CH:12][CH:13]=1)[NH:10][N:9]=[C:8]2[I:14])=[O:4].[O:15]1[CH:20]=[CH:19][CH2:18][CH2:17][CH2:16]1.CC1C=CC(S(O)(=O)=O)=CC=1. The catalyst is C(Cl)Cl. The product is [CH3:1][O:2][C:3]([C:5]1[CH:6]=[C:7]2[C:11](=[CH:12][CH:13]=1)[N:10]([CH:16]1[CH2:17][CH2:18][CH2:19][CH2:20][O:15]1)[N:9]=[C:8]2[I:14])=[O:4]. The yield is 0.580. (10) The reactants are [Br:1][C:2]1[C:3]([CH3:13])=[C:4]([C:9]([OH:12])=[CH:10][CH:11]=1)[C:5]([O:7][CH3:8])=[O:6].[C:14](OC(=O)C)(=[O:16])[CH3:15]. The catalyst is N1C=CC=CC=1. The product is [C:14]([O:12][C:9]1[C:4]([C:5]([O:7][CH3:8])=[O:6])=[C:3]([CH3:13])[C:2]([Br:1])=[CH:11][CH:10]=1)(=[O:16])[CH3:15]. The yield is 0.970.